This data is from Catalyst prediction with 721,799 reactions and 888 catalyst types from USPTO. The task is: Predict which catalyst facilitates the given reaction. Reactant: F[C:2]1[CH:7]=[CH:6][C:5]([N+:8]([O-:10])=[O:9])=[C:4]([O:11][CH3:12])[CH:3]=1.[NH:13]1[CH2:18][CH2:17][CH2:16][C@H:15]([C:19]([OH:21])=[O:20])[CH2:14]1.C([O-])([O-])=O.[K+].[K+]. Product: [CH3:12][O:11][C:4]1[CH:3]=[C:2]([N:13]2[CH2:18][CH2:17][CH2:16][C@H:15]([C:19]([OH:21])=[O:20])[CH2:14]2)[CH:7]=[CH:6][C:5]=1[N+:8]([O-:10])=[O:9]. The catalyst class is: 3.